This data is from Full USPTO retrosynthesis dataset with 1.9M reactions from patents (1976-2016). The task is: Predict the reactants needed to synthesize the given product. (1) The reactants are: [OH:1][C:2]1[CH:3]=[C:4]([CH2:8][CH2:9][CH2:10][N:11]2[C:19](=[O:20])[C:18]3[C:13](=[CH:14][CH:15]=[CH:16][CH:17]=3)[C:12]2=[O:21])[CH:5]=[CH:6][CH:7]=1.[CH3:22][O:23][CH2:24][CH2:25]O. Given the product [CH3:22][O:23][CH2:24][CH2:25][O:1][C:2]1[CH:3]=[C:4]([CH2:8][CH2:9][CH2:10][N:11]2[C:19](=[O:20])[C:18]3[C:13](=[CH:14][CH:15]=[CH:16][CH:17]=3)[C:12]2=[O:21])[CH:5]=[CH:6][CH:7]=1, predict the reactants needed to synthesize it. (2) Given the product [F:17][C:2]1([F:1])[CH2:3][CH:4]([NH:6][C:7]2[N:16]=[CH:15][CH:14]=[CH:13][C:8]=2[C:9]([OH:11])=[O:10])[CH2:5]1, predict the reactants needed to synthesize it. The reactants are: [F:1][C:2]1([F:17])[CH2:5][CH:4]([NH:6][C:7]2[N:16]=[CH:15][CH:14]=[CH:13][C:8]=2[C:9]([O:11]C)=[O:10])[CH2:3]1.[OH-].[K+].